Dataset: Full USPTO retrosynthesis dataset with 1.9M reactions from patents (1976-2016). Task: Predict the reactants needed to synthesize the given product. (1) The reactants are: [CH3:1][Si:2]([CH3:19])([CH3:18])[CH2:3][CH2:4][O:5][CH2:6][N:7]1[C:15]2[CH:14]=[C:13]([CH2:16][OH:17])[N:12]=[CH:11][C:10]=2[N:9]=[N:8]1. Given the product [CH3:1][Si:2]([CH3:19])([CH3:18])[CH2:3][CH2:4][O:5][CH2:6][N:7]1[C:15]2[CH:14]=[C:13]([CH:16]=[O:17])[N:12]=[CH:11][C:10]=2[N:9]=[N:8]1, predict the reactants needed to synthesize it. (2) Given the product [NH2:49][C:50]1[S:51][C:2]([C:22]2[CH:27]=[CH:26][N:25]=[C:24]([Cl:39])[N:23]=2)=[C:3]([C:5]2[CH:6]=[C:7]([NH:11][C:12](=[O:21])[C:13]3[CH:18]=[C:17]([F:19])[CH:16]=[CH:15][C:14]=3[F:20])[CH:8]=[CH:9][CH:10]=2)[N:52]=1, predict the reactants needed to synthesize it. The reactants are: Br[CH:2]([C:22]1[CH:27]=[CH:26][N:25]=[C:24](NC2C=CC(OC)=C(F)C=2)[N:23]=1)[C:3]([C:5]1[CH:6]=[C:7]([NH:11][C:12](=[O:21])[C:13]2[CH:18]=[C:17]([F:19])[CH:16]=[CH:15][C:14]=2[F:20])[CH:8]=[CH:9][CH:10]=1)=O.C(Cl)[Cl:39].C1C(=O)N(Br)C(=O)C1.[NH2:49][C:50]([NH2:52])=[S:51]. (3) Given the product [CH:26]1([N:4]([CH:1]2[CH2:2][CH2:3]2)[C:5]([C:7]2[N:23]([CH2:24][CH3:25])[C:10]3=[N:11][C:12]([NH:19][C:20]4[S:21][CH:32]=[C:31]([CH2:30][S:34]([CH:37]([CH3:39])[CH3:38])(=[O:36])=[O:35])[N:22]=4)=[C:13]4[N:17]=[CH:16][N:15]([CH3:18])[C:14]4=[C:9]3[CH:8]=2)=[O:6])[CH2:27][CH2:28]1, predict the reactants needed to synthesize it. The reactants are: [CH:1]1([N:4]([CH:26]2[CH2:28][CH2:27]2)[C:5]([C:7]2[N:23]([CH2:24][CH3:25])[C:10]3=[N:11][C:12]([NH:19][C:20]([NH2:22])=[S:21])=[C:13]4[N:17]=[CH:16][N:15]([CH3:18])[C:14]4=[C:9]3[CH:8]=2)=[O:6])[CH2:3][CH2:2]1.Cl[CH:30]([S:34]([CH:37]([CH3:39])[CH3:38])(=[O:36])=[O:35])[C:31](=O)[CH3:32]. (4) Given the product [C:3]([C:7]1[CH:8]=[C:9]([N+:17]([O-:19])=[O:18])[C:10]([O:15][CH3:16])=[C:11]([CH2:12][OH:13])[CH:14]=1)([CH3:6])([CH3:4])[CH3:5], predict the reactants needed to synthesize it. The reactants are: [BH4-].[Na+].[C:3]([C:7]1[CH:8]=[C:9]([N+:17]([O-:19])=[O:18])[C:10]([O:15][CH3:16])=[C:11]([CH:14]=1)[CH:12]=[O:13])([CH3:6])([CH3:5])[CH3:4]. (5) Given the product [CH3:3][O:4][C@H:5]1[CH2:9][CH2:8][N:7]([C:10]([C:12]2[S:20][C:19]3[C:14](=[N:15][CH:16]=[CH:17][C:18]=3[O:21][C:22]3[CH:23]=[C:24]4[C:28](=[CH:29][CH:30]=3)[N:27]([C:32](=[O:35])[CH2:33][CH3:34])[C:26]([CH3:31])=[CH:25]4)[CH:13]=2)=[O:11])[CH2:6]1, predict the reactants needed to synthesize it. The reactants are: [H-].[Na+].[CH3:3][O:4][C@H:5]1[CH2:9][CH2:8][N:7]([C:10]([C:12]2[S:20][C:19]3[C:14](=[N:15][CH:16]=[CH:17][C:18]=3[O:21][C:22]3[CH:23]=[C:24]4[C:28](=[CH:29][CH:30]=3)[NH:27][C:26]([CH3:31])=[CH:25]4)[CH:13]=2)=[O:11])[CH2:6]1.[C:32](O[C:32](=[O:35])[CH2:33][CH3:34])(=[O:35])[CH2:33][CH3:34]. (6) Given the product [CH3:19][O:18][C:17]1[C:16]2[N:15]=[C:14]([NH:20][C:21](=[O:28])[C:22]3[CH:27]=[CH:26][CH:25]=[N:24][CH:23]=3)[N:13]3[CH2:29][CH2:30][N:31]=[C:12]3[C:11]=2[CH:10]=[CH:9][C:8]=1[O:7][CH2:6][CH2:5][O:4][CH2:3][CH2:2][NH:1][S:38]([C:32]1[CH:37]=[CH:36][CH:35]=[CH:34][CH:33]=1)(=[O:40])=[O:39], predict the reactants needed to synthesize it. The reactants are: [NH2:1][CH2:2][CH2:3][O:4][CH2:5][CH2:6][O:7][C:8]1[CH:9]=[CH:10][C:11]2[C:12]3[N:13]([CH2:29][CH2:30][N:31]=3)[C:14]([NH:20][C:21](=[O:28])[C:22]3[CH:27]=[CH:26][CH:25]=[N:24][CH:23]=3)=[N:15][C:16]=2[C:17]=1[O:18][CH3:19].[C:32]1([S:38](Cl)(=[O:40])=[O:39])[CH:37]=[CH:36][CH:35]=[CH:34][CH:33]=1. (7) Given the product [CH2:20]1[CH2:21][CH2:22][CH:17]([CH2:23][O:15][C:14]([CH:11]2[CH2:12][CH2:13][N:8]([C:6]([O:5][C:1]([CH3:4])([CH3:2])[CH3:3])=[O:7])[CH2:9][CH2:10]2)=[O:16])[CH2:18][CH2:19]1, predict the reactants needed to synthesize it. The reactants are: [C:1]([O:5][C:6]([N:8]1[CH2:13][CH2:12][CH:11]([C:14]([OH:16])=[O:15])[CH2:10][CH2:9]1)=[O:7])([CH3:4])([CH3:3])[CH3:2].[CH:17]1([CH2:23]O)[CH2:22][CH2:21][CH2:20][CH2:19][CH2:18]1.CN(C1C=CC=CN=1)C.C1(N=C=NC2CCCCC2)CCCCC1.